From a dataset of Forward reaction prediction with 1.9M reactions from USPTO patents (1976-2016). Predict the product of the given reaction. (1) Given the reactants NC1C=CN=CC=1.C(O[C:13]([NH:15][C:16]1[C:21]([C:22]([OH:24])=[O:23])=[CH:20][N:19]=[CH:18][CH:17]=1)=[O:14])(C)(C)C, predict the reaction product. The product is: [NH:15]1[C:16]2[CH:17]=[CH:18][N:19]=[CH:20][C:21]=2[C:22](=[O:23])[O:24][C:13]1=[O:14]. (2) Given the reactants Br[C:2]1[CH:8]=[CH:7][C:5]([NH2:6])=[C:4]([N+:9]([O-:11])=[O:10])[CH:3]=1.[CH2:12]([C:16]1[CH:21]=[CH:20][C:19](B(O)O)=[CH:18][CH:17]=1)[CH2:13][CH2:14][CH3:15].[F-].[Cs+], predict the reaction product. The product is: [CH2:12]([C:16]1[CH:21]=[CH:20][C:19]([C:2]2[CH:8]=[CH:7][C:5]([NH2:6])=[C:4]([N+:9]([O-:11])=[O:10])[CH:3]=2)=[CH:18][CH:17]=1)[CH2:13][CH2:14][CH3:15]. (3) Given the reactants [Si]([O:8][CH2:9][CH2:10][N:11]1[C:15]([CH:16]=[O:17])=[CH:14][C:13]([CH:18]=[O:19])=[N:12]1)(C(C)(C)C)(C)C.[F-].C([N+](CCCC)(CCCC)CCCC)CCC.[Cl-].[NH4+].C[N+]1([O-])CCOCC1.C([N+](CCC)(CCC)CCC)CC, predict the reaction product. The product is: [O:17]=[C:16]1[C:15]2=[CH:14][C:13]([CH:18]=[O:19])=[N:12][N:11]2[CH2:10][CH2:9][O:8]1. (4) Given the reactants [CH3:1][O:2][C:3]1[C:8]2=[CH:9][CH:10]=[C:11]3[C:20]([N:19]=[C:18]4[C:13]([CH:14]=[CH:15][C:16]([O:24][CH3:25])=[C:17]4[C:21]([OH:23])=O)=[N:12]3)=[C:7]2[CH:6]=[CH:5][CH:4]=1.[CH3:26][N:27]([CH3:31])[CH2:28][CH2:29][NH2:30], predict the reaction product. The product is: [CH3:26][N:27]([CH3:31])[CH2:28][CH2:29][NH:30][C:21]([C:17]1[C:18]2[C:13](=[N:12][C:11]3[C:20]([N:19]=2)=[C:7]2[CH:6]=[CH:5][CH:4]=[C:3]([O:2][CH3:1])[C:8]2=[CH:9][CH:10]=3)[CH:14]=[CH:15][C:16]=1[O:24][CH3:25])=[O:23]. (5) The product is: [CH3:1][O:2][CH2:3][CH:4]([O:6][S:7]([C:10]1[CH:16]=[CH:15][C:13]([CH3:14])=[CH:12][CH:11]=1)(=[O:9])=[O:8])[CH3:5]. Given the reactants [CH3:1][O:2][CH2:3][CH:4]([OH:6])[CH3:5].[S:7](Cl)([C:10]1[CH:16]=[CH:15][C:13]([CH3:14])=[CH:12][CH:11]=1)(=[O:9])=[O:8].Cl, predict the reaction product. (6) Given the reactants [F:1][C:2]1([F:18])[CH2:6][N:5]([C:7]([O:9][C:10]([CH3:13])([CH3:12])[CH3:11])=[O:8])[C@H:4]([C:14](OC)=[O:15])[CH2:3]1.[NH3:19].CO, predict the reaction product. The product is: [C:14]([C@@H:4]1[CH2:3][C:2]([F:18])([F:1])[CH2:6][N:5]1[C:7]([O:9][C:10]([CH3:13])([CH3:12])[CH3:11])=[O:8])(=[O:15])[NH2:19].